This data is from Reaction yield outcomes from USPTO patents with 853,638 reactions. The task is: Predict the reaction yield, written as a fraction of the theoretical maximum amount of product (1.0 means a 100% yield; for example, 0.34 means a 34% yield). (1) The reactants are [CH2:1]([N:3](C(C)C)[CH:4](C)C)C.[C:10]([C:13]1[CH:14]=[C:15]([C:30]([OH:32])=O)[CH:16]=[C:17]2[C:22]=1[O:21][C:20]([N:23]1[CH2:28][CH2:27][O:26][CH2:25][CH2:24]1)=[CH:19][C:18]2=[O:29])(=[O:12])[CH3:11].Cl.CNC. The catalyst is C(Cl)Cl. The product is [C:10]([C:13]1[CH:14]=[C:15]([C:30]([N:3]([CH3:4])[CH3:1])=[O:32])[CH:16]=[C:17]2[C:22]=1[O:21][C:20]([N:23]1[CH2:28][CH2:27][O:26][CH2:25][CH2:24]1)=[CH:19][C:18]2=[O:29])(=[O:12])[CH3:11]. The yield is 0.460. (2) The reactants are [C:1]1([CH:7]([C:22]2[CH:27]=[CH:26][CH:25]=[CH:24][CH:23]=2)[N:8]2[CH2:11][C:10]([NH:14][CH2:15][C:16]3[CH:21]=[CH:20][CH:19]=[CH:18][CH:17]=3)([C:12]#N)[CH2:9]2)[CH:6]=[CH:5][CH:4]=[CH:3][CH:2]=1.[OH-:28].[Na+].[OH2:30].Cl. The catalyst is C(O)C. The product is [C:1]1([CH:7]([C:22]2[CH:27]=[CH:26][CH:25]=[CH:24][CH:23]=2)[N:8]2[CH2:11][C:10]([NH:14][CH2:15][C:16]3[CH:21]=[CH:20][CH:19]=[CH:18][CH:17]=3)([C:12]([OH:30])=[O:28])[CH2:9]2)[CH:6]=[CH:5][CH:4]=[CH:3][CH:2]=1. The yield is 0.880. (3) The yield is 0.710. The product is [O:72]=[C:67]1[CH2:68][CH2:69][C:70](=[O:71])[N:66]1[O:65][C:64](=[O:73])[O:44][CH:34]1[CH2:33][CH:32]2[C:37]([CH3:43])([CH:38]3[CH:29]([CH2:30][CH2:31]2)[CH:28]2[C:41]([CH3:42])([CH:25]([CH:23]([CH3:24])[CH2:22][CH2:21][C:20](=[O:45])[N:19]([CH2:1][CH2:2][CH2:3][CH2:4][CH2:5][CH2:6][CH2:7][CH2:8][CH2:9][CH2:10][CH2:11][CH2:12][CH2:13][CH2:14][CH2:15][CH2:16][CH2:17][CH3:18])[CH2:46][CH2:47][CH2:48][CH2:49][CH2:50][CH2:51][CH2:52][CH2:53][CH2:54][CH2:55][CH2:56][CH2:57][CH2:58][CH2:59][CH2:60][CH2:61][CH2:62][CH3:63])[CH2:26][CH2:27]2)[CH2:40][CH2:39]3)[CH2:36][CH2:35]1. The catalyst is ClCCl. The reactants are [CH2:1]([N:19]([CH2:46][CH2:47][CH2:48][CH2:49][CH2:50][CH2:51][CH2:52][CH2:53][CH2:54][CH2:55][CH2:56][CH2:57][CH2:58][CH2:59][CH2:60][CH2:61][CH2:62][CH3:63])[C:20](=[O:45])[CH2:21][CH2:22][CH:23]([CH:25]1[C:41]2([CH3:42])[CH:28]([CH:29]3[CH:38]([CH2:39][CH2:40]2)[C:37]2([CH3:43])[CH:32]([CH2:33][CH:34]([OH:44])[CH2:35][CH2:36]2)[CH2:31][CH2:30]3)[CH2:27][CH2:26]1)[CH3:24])[CH2:2][CH2:3][CH2:4][CH2:5][CH2:6][CH2:7][CH2:8][CH2:9][CH2:10][CH2:11][CH2:12][CH2:13][CH2:14][CH2:15][CH2:16][CH2:17][CH3:18].[C:64](=O)([O:73]N1C(=O)CCC1=O)[O:65][N:66]1[C:70](=[O:71])[CH2:69][CH2:68][C:67]1=[O:72].C(N(CC)CC)C.C(#N)C. (4) The reactants are [CH2:1]([O:3][C:4]([C:6]1[CH:11]=[C:10]([OH:12])[CH:9]=[C:8]([C:13]([O:15][CH2:16][CH3:17])=[O:14])[N:7]=1)=[O:5])[CH3:2].C([O-])([O-])=O.[K+].[K+].[CH2:24](Br)[C:25]1[CH:30]=[CH:29][CH:28]=[CH:27][CH:26]=1. The catalyst is C(#N)C. The product is [CH2:24]([O:12][C:10]1[CH:9]=[C:8]([C:13]([O:15][CH2:16][CH3:17])=[O:14])[N:7]=[C:6]([C:4]([O:3][CH2:1][CH3:2])=[O:5])[CH:11]=1)[C:25]1[CH:30]=[CH:29][CH:28]=[CH:27][CH:26]=1. The yield is 0.960. (5) The reactants are [C:1]([NH:4][C:5]([NH2:7])=[S:6])(=[NH:3])[NH2:2].Br[CH2:9][C:10]([C:12]1[CH:17]=[CH:16][CH:15]=[CH:14][CH:13]=1)=O. The catalyst is CC(C)=O. The product is [C:12]1([C:10]2[N:7]=[C:5]([NH:4][C:1]([NH2:2])=[NH:3])[S:6][CH:9]=2)[CH:17]=[CH:16][CH:15]=[CH:14][CH:13]=1. The yield is 0.870. (6) The reactants are [Cl:1][C:2]1[N:7]2[N:8]=[C:9]([C:13]3[O:14][CH:15]=[CH:16][CH:17]=3)[C:10]([CH:11]=[O:12])=[C:6]2[CH:5]=[CH:4][CH:3]=1.[Br:18]N1C(=O)CCC1=O. The catalyst is ClCCl. The product is [Br:18][C:15]1[O:14][C:13]([C:9]2[C:10]([CH:11]=[O:12])=[C:6]3[CH:5]=[CH:4][CH:3]=[C:2]([Cl:1])[N:7]3[N:8]=2)=[CH:17][CH:16]=1. The yield is 0.800. (7) The reactants are [CH3:1][O:2][C:3]1[CH:45]=[CH:44][C:6]([CH2:7][N:8]([CH2:35][C:36]2[CH:41]=[CH:40][C:39]([O:42][CH3:43])=[CH:38][CH:37]=2)[C:9]2[N:14]=[C:13]([CH3:15])[N:12]=[C:11]([C:16]3[CH:17]=[C:18]([C:32](=[O:34])[CH3:33])[CH:19]=[N:20][C:21]=3[NH:22][C:23]3[CH:24]=[N:25][C:26]([O:30][CH3:31])=[C:27]([F:29])[CH:28]=3)[N:10]=2)=[CH:5][CH:4]=1.[B-].[Na+].CO. The catalyst is C(Cl)Cl. The product is [CH3:43][O:42][C:39]1[CH:38]=[CH:37][C:36]([CH2:35][N:8]([CH2:7][C:6]2[CH:5]=[CH:4][C:3]([O:2][CH3:1])=[CH:45][CH:44]=2)[C:9]2[N:14]=[C:13]([CH3:15])[N:12]=[C:11]([C:16]3[CH:17]=[C:18]([CH:32]([OH:34])[CH3:33])[CH:19]=[N:20][C:21]=3[NH:22][C:23]3[CH:24]=[N:25][C:26]([O:30][CH3:31])=[C:27]([F:29])[CH:28]=3)[N:10]=2)=[CH:41][CH:40]=1. The yield is 0.900. (8) The reactants are Cl[C:2]1[C:11]2[C:6](=[CH:7][C:8]([O:14][CH2:15][CH2:16][CH2:17][N:18]3[CH2:22][CH2:21][CH2:20][CH2:19]3)=[C:9]([O:12][CH3:13])[CH:10]=2)[N:5]=[CH:4][N:3]=1.[OH:23][C:24]1[CH:33]=[C:32]2[C:27]([C:28]([CH3:34])=[CH:29][CH:30]=[N:31]2)=[CH:26][CH:25]=1. No catalyst specified. The product is [CH3:13][O:12][C:9]1[CH:10]=[C:11]2[C:6](=[CH:7][C:8]=1[O:14][CH2:15][CH2:16][CH2:17][N:18]1[CH2:22][CH2:21][CH2:20][CH2:19]1)[N:5]=[CH:4][N:3]=[C:2]2[O:23][C:24]1[CH:33]=[C:32]2[C:27]([C:28]([CH3:34])=[CH:29][CH:30]=[N:31]2)=[CH:26][CH:25]=1. The yield is 0.870. (9) The reactants are [C:1]([O:5][C:6](=[O:37])[NH:7][C:8]1([C:12]2[CH:17]=[CH:16][C:15]([C:18]3[C:27](=[O:28])[C:26]4[C:21](=[C:22](C=C)[CH:23]=[CH:24][CH:25]=4)[O:20][C:19]=3C3C=CC=CC=3)=[CH:14][CH:13]=2)[CH2:11][CH2:10][CH2:9]1)([CH3:4])([CH3:3])[CH3:2].CSC. The catalyst is CO.C(Cl)Cl. The product is [C:1]([O:5][C:6](=[O:37])[NH:7][C:8]1([C:12]2[CH:13]=[CH:14][C:15]([C:18]3[C:19](=[O:20])[C:24]4[C:25](=[C:26]([CH:27]=[O:28])[CH:21]=[CH:22][CH:23]=4)[O:28][C:27]=3[C:26]3[CH:25]=[CH:24][CH:23]=[CH:22][CH:21]=3)=[CH:16][CH:17]=2)[CH2:9][CH2:10][CH2:11]1)([CH3:3])([CH3:2])[CH3:4]. The yield is 0.900.